This data is from NCI-60 drug combinations with 297,098 pairs across 59 cell lines. The task is: Regression. Given two drug SMILES strings and cell line genomic features, predict the synergy score measuring deviation from expected non-interaction effect. Drug 1: CC(CN1CC(=O)NC(=O)C1)N2CC(=O)NC(=O)C2. Drug 2: CC1C(C(CC(O1)OC2CC(CC3=C2C(=C4C(=C3O)C(=O)C5=C(C4=O)C(=CC=C5)OC)O)(C(=O)C)O)N)O.Cl. Cell line: NCI-H460. Synergy scores: CSS=54.4, Synergy_ZIP=3.72, Synergy_Bliss=3.77, Synergy_Loewe=2.93, Synergy_HSA=7.28.